From a dataset of TCR-epitope binding with 47,182 pairs between 192 epitopes and 23,139 TCRs. Binary Classification. Given a T-cell receptor sequence (or CDR3 region) and an epitope sequence, predict whether binding occurs between them. The epitope is QASQEVKNW. The TCR CDR3 sequence is CASGGYEQYF. Result: 0 (the TCR does not bind to the epitope).